From a dataset of Catalyst prediction with 721,799 reactions and 888 catalyst types from USPTO. Predict which catalyst facilitates the given reaction. (1) Reactant: C[O:2][S:3]([C:6]1[CH:11]=[CH:10][C:9]([CH3:12])=[CH:8][CH:7]=1)(=[O:5])=[O:4]. Product: [CH3:12][C:9]1[CH:10]=[CH:11][C:6]([S:3]([OH:5])(=[O:4])=[O:2])=[CH:7][CH:8]=1. The catalyst class is: 13. (2) Reactant: [O-]CC.[K+:4].[C:5]([O:12][CH2:13][CH3:14])(=[O:11])[C:6]([O:8]CC)=O.[C:15](#[N:18])[CH2:16][CH3:17]. Product: [C:15]([C:16]([CH3:17])=[C:6]([C:5]([O:12][CH2:13][CH3:14])=[O:11])[O-:8])#[N:18].[K+:4]. The catalyst class is: 14. (3) Reactant: Br[C:2]1[NH:3][C:4]2[C:9]([C:10]=1[CH2:11][C:12]([O:14][CH2:15][CH3:16])=[O:13])=[CH:8][CH:7]=[CH:6][CH:5]=2.C(=O)([O-])[O-].[Na+].[Na+].[C:23]1(B(O)O)[CH:28]=[CH:27][CH:26]=[CH:25][CH:24]=1. Product: [C:23]1([C:2]2[NH:3][C:4]3[C:9]([C:10]=2[CH2:11][C:12]([O:14][CH2:15][CH3:16])=[O:13])=[CH:8][CH:7]=[CH:6][CH:5]=3)[CH:28]=[CH:27][CH:26]=[CH:25][CH:24]=1. The catalyst class is: 77.